Dataset: NCI-60 drug combinations with 297,098 pairs across 59 cell lines. Task: Regression. Given two drug SMILES strings and cell line genomic features, predict the synergy score measuring deviation from expected non-interaction effect. (1) Drug 1: CCC1(CC2CC(C3=C(CCN(C2)C1)C4=CC=CC=C4N3)(C5=C(C=C6C(=C5)C78CCN9C7C(C=CC9)(C(C(C8N6C)(C(=O)OC)O)OC(=O)C)CC)OC)C(=O)OC)O.OS(=O)(=O)O. Cell line: MDA-MB-435. Drug 2: CC1=C(C=C(C=C1)C(=O)NC2=CC(=CC(=C2)C(F)(F)F)N3C=C(N=C3)C)NC4=NC=CC(=N4)C5=CN=CC=C5. Synergy scores: CSS=14.6, Synergy_ZIP=-2.89, Synergy_Bliss=-1.84, Synergy_Loewe=-65.6, Synergy_HSA=-1.84. (2) Drug 1: CN(C(=O)NC(C=O)C(C(C(CO)O)O)O)N=O. Drug 2: C1C(C(OC1N2C=NC3=C2NC=NCC3O)CO)O. Cell line: SR. Synergy scores: CSS=66.6, Synergy_ZIP=0.838, Synergy_Bliss=0.222, Synergy_Loewe=-0.0752, Synergy_HSA=0.111. (3) Drug 1: C1CC(=O)NC(=O)C1N2CC3=C(C2=O)C=CC=C3N. Drug 2: C1=CC=C(C(=C1)C(C2=CC=C(C=C2)Cl)C(Cl)Cl)Cl. Cell line: OVCAR3. Synergy scores: CSS=1.03, Synergy_ZIP=-0.358, Synergy_Bliss=2.63, Synergy_Loewe=2.40, Synergy_HSA=1.91. (4) Drug 2: C1=NNC2=C1C(=O)NC=N2. Drug 1: CCCS(=O)(=O)NC1=C(C(=C(C=C1)F)C(=O)C2=CNC3=C2C=C(C=N3)C4=CC=C(C=C4)Cl)F. Synergy scores: CSS=8.73, Synergy_ZIP=-0.404, Synergy_Bliss=5.01, Synergy_Loewe=3.84, Synergy_HSA=5.19. Cell line: SF-539. (5) Drug 1: CS(=O)(=O)C1=CC(=C(C=C1)C(=O)NC2=CC(=C(C=C2)Cl)C3=CC=CC=N3)Cl. Drug 2: CC1C(C(CC(O1)OC2CC(CC3=C2C(=C4C(=C3O)C(=O)C5=C(C4=O)C(=CC=C5)OC)O)(C(=O)C)O)N)O.Cl. Cell line: HOP-62. Synergy scores: CSS=31.9, Synergy_ZIP=7.85, Synergy_Bliss=8.47, Synergy_Loewe=-18.0, Synergy_HSA=5.49. (6) Drug 1: CC1C(C(CC(O1)OC2CC(CC3=C2C(=C4C(=C3O)C(=O)C5=C(C4=O)C(=CC=C5)OC)O)(C(=O)C)O)N)O.Cl. Drug 2: C1CCC(CC1)NC(=O)N(CCCl)N=O. Cell line: NCI-H226. Synergy scores: CSS=10.1, Synergy_ZIP=-6.53, Synergy_Bliss=-0.351, Synergy_Loewe=-1.33, Synergy_HSA=0.626. (7) Drug 1: C1CC2CC3=C(CC1C24CN(S(=O)(=O)N4)CC(F)(F)F)C=CC(=C3)C=CCN5CCC(CC5)C(F)(F)F. Drug 2: CC(C)(C1=NC(=CC=C1)N2C3=NC(=NC=C3C(=O)N2CC=C)NC4=CC=C(C=C4)N5CCN(CC5)C)O. Cell line: HCT116. Synergy scores: CSS=56.9, Synergy_ZIP=2.10, Synergy_Bliss=4.21, Synergy_Loewe=-2.00, Synergy_HSA=7.13. (8) Drug 1: CCCS(=O)(=O)NC1=C(C(=C(C=C1)F)C(=O)C2=CNC3=C2C=C(C=N3)C4=CC=C(C=C4)Cl)F. Drug 2: CCC1(CC2CC(C3=C(CCN(C2)C1)C4=CC=CC=C4N3)(C5=C(C=C6C(=C5)C78CCN9C7C(C=CC9)(C(C(C8N6C=O)(C(=O)OC)O)OC(=O)C)CC)OC)C(=O)OC)O.OS(=O)(=O)O. Cell line: T-47D. Synergy scores: CSS=23.7, Synergy_ZIP=-2.18, Synergy_Bliss=2.37, Synergy_Loewe=-33.0, Synergy_HSA=1.08. (9) Drug 1: C1=NNC2=C1C(=O)NC=N2. Drug 2: C(CCl)NC(=O)N(CCCl)N=O. Cell line: A498. Synergy scores: CSS=-0.771, Synergy_ZIP=0.485, Synergy_Bliss=0.847, Synergy_Loewe=-2.37, Synergy_HSA=-1.57.